From a dataset of Forward reaction prediction with 1.9M reactions from USPTO patents (1976-2016). Predict the product of the given reaction. (1) Given the reactants Br[C@H:2]([CH:14]([CH3:16])[CH3:15])[CH2:3][N-:4][C:5]1[CH:10]=[C:9]([CH3:11])[CH:8]=[C:7]([Cl:12])[C:6]=1[OH:13].C(=O)([O-])[O-:18].[K+].[K+].O, predict the reaction product. The product is: [Cl:12][C:7]1[C:6]2[O:13][C@@H:2]([CH:14]([CH3:16])[CH3:15])[C:3](=[O:18])[NH:4][C:5]=2[CH:10]=[C:9]([CH3:11])[CH:8]=1. (2) Given the reactants [CH:1]1([C:5]2[C:26]([C:27]3[NH:31][C:30]([CH3:32])=[N:29][N:28]=3)=[CH:25][C:8]([C:9]([N:11]3[CH2:16][CH2:15][CH:14]([C:17]4[CH:24]=[CH:23][C:20]([C:21]#[N:22])=[CH:19][CH:18]=4)[CH2:13][CH2:12]3)=[O:10])=[C:7]([CH3:33])[CH:6]=2)[CH2:4][CH2:3][CH2:2]1.[OH:34]CC(NN)=O, predict the reaction product. The product is: [CH:1]1([C:5]2[C:26]([C:27]3[NH:31][C:30]([CH2:32][OH:34])=[N:29][N:28]=3)=[CH:25][C:8]([C:9]([N:11]3[CH2:12][CH2:13][CH:14]([C:17]4[CH:24]=[CH:23][C:20]([C:21]#[N:22])=[CH:19][CH:18]=4)[CH2:15][CH2:16]3)=[O:10])=[C:7]([CH3:33])[CH:6]=2)[CH2:4][CH2:3][CH2:2]1. (3) Given the reactants [N:1]1([C:7]([O:9][C:10]([CH3:13])([CH3:12])[CH3:11])=[O:8])[CH2:6][CH2:5][NH:4][CH2:3][CH2:2]1.Br[C:15]1[CH:27]=[CH:26][C:18]([O:19][CH:20]2[CH2:25][CH2:24][CH2:23][CH2:22][O:21]2)=[CH:17][C:16]=1[Cl:28].CC(C)([O-])C.[Na+].C(OCC)(=O)C, predict the reaction product. The product is: [Cl:28][C:16]1[CH:17]=[C:18]([O:19][CH:20]2[CH2:25][CH2:24][CH2:23][CH2:22][O:21]2)[CH:26]=[CH:27][C:15]=1[N:4]1[CH2:5][CH2:6][N:1]([C:7]([O:9][C:10]([CH3:13])([CH3:12])[CH3:11])=[O:8])[CH2:2][CH2:3]1.